Task: Predict the reactants needed to synthesize the given product.. Dataset: Full USPTO retrosynthesis dataset with 1.9M reactions from patents (1976-2016) (1) Given the product [C:1]([O:9][C@@H:10]1[C@H:14]([O:15][C:16](=[O:23])[C:17]2[CH:22]=[CH:21][CH:20]=[CH:19][CH:18]=2)[C@@H:13]([C:24]([NH:26][CH2:27][CH3:28])=[O:25])[O:12][C@H:11]1[N:29]1[CH:37]=[N:36][C:35]2[C:30]1=[N:31][C:32]([I:39])=[N:33][C:34]=2[NH:49][CH2:48][CH:47]([C:43]1[CH:44]=[CH:45][CH:46]=[C:41]([CH3:40])[CH:42]=1)[C:50]1[CH:55]=[CH:54][CH:53]=[C:52]([CH3:56])[CH:51]=1)(=[O:8])[C:2]1[CH:7]=[CH:6][CH:5]=[CH:4][CH:3]=1, predict the reactants needed to synthesize it. The reactants are: [C:1]([O:9][C@@H:10]1[C@H:14]([O:15][C:16](=[O:23])[C:17]2[CH:22]=[CH:21][CH:20]=[CH:19][CH:18]=2)[C@@H:13]([C:24]([NH:26][CH2:27][CH3:28])=[O:25])[O:12][C@H:11]1[N:29]1[CH:37]=[N:36][C:35]2[C:30]1=[N:31][C:32]([I:39])=[N:33][C:34]=2Cl)(=[O:8])[C:2]1[CH:7]=[CH:6][CH:5]=[CH:4][CH:3]=1.[CH3:40][C:41]1[CH:42]=[C:43]([CH:47]([C:50]2[CH:55]=[CH:54][CH:53]=[C:52]([CH3:56])[CH:51]=2)[CH2:48][NH2:49])[CH:44]=[CH:45][CH:46]=1. (2) Given the product [C:1]([N:5]1[C:9](=[O:10])[C:8]([NH:35][CH:32]2[CH2:33][CH2:34][N:29]([C:26]3[CH:25]=[CH:24][C:23]([Cl:22])=[CH:28][N:27]=3)[CH2:30][CH2:31]2)=[C:7]([C:12]2[CH:17]=[CH:16][CH:15]=[CH:14][CH:13]=2)[S:6]1(=[O:19])=[O:18])([CH3:4])([CH3:3])[CH3:2], predict the reactants needed to synthesize it. The reactants are: [C:1]([N:5]1[C:9](=[O:10])[C:8](Cl)=[C:7]([C:12]2[CH:17]=[CH:16][CH:15]=[CH:14][CH:13]=2)[S:6]1(=[O:19])=[O:18])([CH3:4])([CH3:3])[CH3:2].Cl.Cl.[Cl:22][C:23]1[CH:24]=[CH:25][C:26]([N:29]2[CH2:34][CH2:33][CH:32]([NH2:35])[CH2:31][CH2:30]2)=[N:27][CH:28]=1. (3) Given the product [CH3:23][O:24][CH2:25][CH2:26][O:27][CH2:28][CH2:29][O:30][C:31]1[CH:36]=[CH:35][NH:34][C:33](=[S:10])[C:32]=1[CH3:38], predict the reactants needed to synthesize it. The reactants are: COC1C=CC(P2(SP(C3C=CC(OC)=CC=3)(=S)S2)=[S:10])=CC=1.[CH3:23][O:24][CH2:25][CH2:26][O:27][CH2:28][CH2:29][O:30][C:31]1[CH:36]=[CH:35][NH:34][C:33](=O)[C:32]=1[CH3:38]. (4) Given the product [CH3:6][NH2:7].[CH3:6][NH:7][C:31]([CH:33]1[CH2:37][C:36](=[O:38])[N:35]([C:39]2[CH:44]=[CH:43][C:42]([O:45][CH2:46][C:47]3[C:52]([F:53])=[CH:51][CH:50]=[C:49]([F:54])[C:48]=3[F:55])=[CH:41][CH:40]=2)[CH2:34]1)=[O:30], predict the reactants needed to synthesize it. The reactants are: COC(C1CC(=O)[N:7](C2C=CC(O)=CC=2)[CH2:6]1)=O.FC1C(F)=CC=C(F)C=1CBr.C[O:30][C:31]([CH:33]1[CH2:37][C:36](=[O:38])[N:35]([C:39]2[CH:44]=[CH:43][C:42]([O:45][CH2:46][C:47]3[C:52]([F:53])=[CH:51][CH:50]=[C:49]([F:54])[C:48]=3[F:55])=[CH:41][CH:40]=2)[CH2:34]1)=O. (5) Given the product [N:16]1([C:8]2[N:7]=[C:6]([C:4]([OH:5])=[O:3])[CH:11]=[CH:10][C:9]=2[C:12]([F:15])([F:13])[F:14])[CH2:21][CH2:20][O:19][CH2:18][CH2:17]1, predict the reactants needed to synthesize it. The reactants are: C([O:3][C:4]([C:6]1[CH:11]=[CH:10][C:9]([C:12]([F:15])([F:14])[F:13])=[C:8]([N:16]2[CH2:21][CH2:20][O:19][CH2:18][CH2:17]2)[N:7]=1)=[O:5])C.O1CCOCC1.[OH-].[K+]. (6) Given the product [CH:27]1([N:21]2[CH2:20][C:19]3[C:23](=[CH:24][CH:25]=[C:17]([C:16]4[CH:15]=[CH:14][C:4]([CH2:5][N:6]5[CH2:10][C:9](=[O:11])[N:8]([CH3:12])[C:7]5=[O:13])=[CH:3][C:2]=4[CH3:30])[CH:18]=3)[C:22]2=[O:26])[CH2:28][CH2:29]1, predict the reactants needed to synthesize it. The reactants are: Cl[C:2]1[CH:3]=[C:4]([CH:14]=[CH:15][C:16]=1[C:17]1[CH:18]=[C:19]2[C:23](=[CH:24][CH:25]=1)[C:22](=[O:26])[N:21]([CH:27]1[CH2:29][CH2:28]1)[CH2:20]2)[CH2:5][N:6]1[CH2:10][C:9](=[O:11])[N:8]([CH3:12])[C:7]1=[O:13].[CH3:30]B1OB(C)OB(C)O1.C1(P(C2CCCCC2)C2CCCCC2)CCCCC1.P([O-])([O-])([O-])=O.[K+].[K+].[K+]. (7) The reactants are: [NH:1]1[CH2:6][CH2:5][CH:4]([NH:7][C:8]2[S:12][C:11]([C:13]#[N:14])=[N:10][N:9]=2)[CH2:3][CH2:2]1.[F:15][C:16]1[CH:17]=[C:18]([CH:21]=[C:22]([C:24]([F:27])([F:26])[F:25])[CH:23]=1)[CH2:19]Br.C(N(C(C)C)CC)(C)C. Given the product [F:15][C:16]1[CH:17]=[C:18]([CH:21]=[C:22]([C:24]([F:25])([F:26])[F:27])[CH:23]=1)[CH2:19][N:1]1[CH2:2][CH2:3][CH:4]([NH:7][C:8]2[S:12][C:11]([C:13]#[N:14])=[N:10][N:9]=2)[CH2:5][CH2:6]1, predict the reactants needed to synthesize it. (8) Given the product [Cl:1][C:2]1[CH:7]=[CH:6][C:5]([CH:8]([C:29]2[C:38]3[C:33](=[C:34]([C:41]#[N:42])[CH:35]=[C:36]([CH3:39])[CH:37]=3)[CH:32]=[CH:31][CH:30]=2)[C@@H:9]([C:13]2[CH:28]=[CH:27][C:16]([C:17]([NH:19][CH2:20][CH2:21][C:22]([O:24][CH2:25][CH3:26])=[O:23])=[O:18])=[CH:15][CH:14]=2)[CH2:10][CH2:11][CH3:12])=[CH:4][CH:3]=1, predict the reactants needed to synthesize it. The reactants are: [Cl:1][C:2]1[CH:7]=[CH:6][C:5]([CH:8]([C:29]2[C:38]3[C:33](=[C:34](Br)[CH:35]=[C:36]([CH3:39])[CH:37]=3)[CH:32]=[CH:31][CH:30]=2)[C@@H:9]([C:13]2[CH:28]=[CH:27][C:16]([C:17]([NH:19][CH2:20][CH2:21][C:22]([O:24][CH2:25][CH3:26])=[O:23])=[O:18])=[CH:15][CH:14]=2)[CH2:10][CH2:11][CH3:12])=[CH:4][CH:3]=1.[CH3:41][N:42](C=O)C. (9) Given the product [CH2:1]([NH:8][CH2:18][CH2:17][O:16][C:11]1[CH:12]=[CH:13][CH:14]=[CH:15][C:10]=1[Br:9])[C:2]1[CH:7]=[CH:6][CH:5]=[CH:4][CH:3]=1, predict the reactants needed to synthesize it. The reactants are: [CH2:1]([NH2:8])[C:2]1[CH:7]=[CH:6][CH:5]=[CH:4][CH:3]=1.[Br:9][C:10]1[CH:15]=[CH:14][CH:13]=[CH:12][C:11]=1[O:16][CH2:17][CH2:18]Cl. (10) Given the product [C:1]([O:5][C:6](=[O:7])[NH:8][C@H:9]([C:10](=[O:11])[N:12]([CH2:13][CH:14]1[CH2:16][CH2:17][CH2:18][CH2:19]1)[CH2:20][C:21](=[O:22])[NH:27][C@:28]1([C:33]([NH:35][S:36]([C:39]2[CH:44]=[CH:43][CH:42]=[CH:41][C:40]=2[NH:45][CH3:46])(=[O:38])=[O:37])=[O:34])[CH2:30][C@H:29]1[CH:31]=[CH2:32])[CH:24]([CH3:26])[CH3:25])([CH3:3])([CH3:2])[CH3:4], predict the reactants needed to synthesize it. The reactants are: [C:1]([O:5][C:6]([NH:8][C@@H:9]([CH:24]([CH3:26])[CH3:25])[C:10]([N:12]([CH2:20][C:21](O)=[O:22])[CH2:13][CH:14]1[CH2:19][CH2:18][CH2:17][CH2:16]C1)=[O:11])=[O:7])([CH3:4])([CH3:3])[CH3:2].[NH2:27][C@:28]1([C:33]([NH:35][S:36]([C:39]2[CH:44]=[CH:43][CH:42]=[CH:41][C:40]=2[NH:45][CH3:46])(=[O:38])=[O:37])=[O:34])[CH2:30][C@H:29]1[CH:31]=[CH2:32].CCN(C(C)C)C(C)C.CN(C(ON1N=NC2C=CC=CC1=2)=[N+](C)C)C.F[P-](F)(F)(F)(F)F.